This data is from Reaction yield outcomes from USPTO patents with 853,638 reactions. The task is: Predict the reaction yield, written as a fraction of the theoretical maximum amount of product (1.0 means a 100% yield; for example, 0.34 means a 34% yield). The reactants are Cl[CH2:2][C:3]1[N:4]=[C:5]([C:8]2[CH:13]=[CH:12][C:11]([O:14][CH3:15])=[CH:10][CH:9]=2)[S:6][CH:7]=1.[NH:16]1[CH:20]=[CH:19][N:18]=[CH:17]1.[I-].[K+].[OH-].[Na+]. The catalyst is CC(O)(CC)C. The product is [CH3:15][O:14][C:11]1[CH:12]=[CH:13][C:8]([C:5]2[S:6][CH:7]=[C:3]([CH2:2][N:16]3[CH:20]=[CH:19][N:18]=[CH:17]3)[N:4]=2)=[CH:9][CH:10]=1. The yield is 0.910.